From a dataset of Reaction yield outcomes from USPTO patents with 853,638 reactions. Predict the reaction yield, written as a fraction of the theoretical maximum amount of product (1.0 means a 100% yield; for example, 0.34 means a 34% yield). (1) The reactants are [CH2:1]([C:7]1[N:8]=[C:9]([C:29]2[CH:34]=[CH:33][C:32]([CH3:35])=[CH:31][CH:30]=2)[S:10][C:11]=1[CH:12]=[CH:13][C:14]([C:16]1[CH:21]=[CH:20][C:19]([CH:22]=[CH:23][C:24]([O:26][CH3:27])=[O:25])=[C:18]([CH3:28])[CH:17]=1)=[O:15])[CH2:2][CH2:3][CH2:4][CH2:5][CH3:6].[H][H]. The catalyst is CO.O1CCCC1.[C].[Pd]. The product is [CH2:1]([C:7]1[N:8]=[C:9]([C:29]2[CH:30]=[CH:31][C:32]([CH3:35])=[CH:33][CH:34]=2)[S:10][C:11]=1[CH2:12][CH2:13][C:14]([C:16]1[CH:21]=[CH:20][C:19]([CH2:22][CH2:23][C:24]([O:26][CH3:27])=[O:25])=[C:18]([CH3:28])[CH:17]=1)=[O:15])[CH2:2][CH2:3][CH2:4][CH2:5][CH3:6]. The yield is 0.410. (2) The reactants are [CH2:1]([O:8][CH:9]1[CH2:14][CH2:13][CH:12]([C:15]([NH2:17])=O)[CH2:11][CH2:10]1)[C:2]1[CH:7]=[CH:6][CH:5]=[CH:4][CH:3]=1.FC(F)(F)C(OC(=O)C(F)(F)F)=O.O. The catalyst is C1COCC1. The product is [CH2:1]([O:8][CH:9]1[CH2:14][CH2:13][CH:12]([C:15]#[N:17])[CH2:11][CH2:10]1)[C:2]1[CH:7]=[CH:6][CH:5]=[CH:4][CH:3]=1. The yield is 0.970. (3) The product is [CH3:17][O:18][C:19](=[O:27])[C@@H:20]([NH:26][C:9]([O:11][C:12]([CH3:13])([CH3:14])[CH3:15])=[O:10])[C@H:21]([N:23]=[N+:24]=[N-:25])[CH3:22]. The reactants are [C:9](O[C:9]([O:11][C:12]([CH3:15])([CH3:14])[CH3:13])=[O:10])([O:11][C:12]([CH3:15])([CH3:14])[CH3:13])=[O:10].Cl.[CH3:17][O:18][C:19](=[O:27])[C@@H:20]([NH2:26])[C@H:21]([N:23]=[N+:24]=[N-:25])[CH3:22].CCN(C(C)C)C(C)C. The yield is 0.650. The catalyst is CC(O)C. (4) The product is [OH:1][CH:2]1[C:11]2[C:6](=[CH:7][CH:8]=[C:9]([C:18]3[C:23](=[O:24])[N:22]([CH2:25][C:26]4[CH:27]=[CH:28][C:29]([C:32]5[C:33]([C:38]#[N:39])=[CH:34][CH:35]=[CH:36][CH:37]=5)=[CH:30][CH:31]=4)[C:21]([CH2:40][CH2:41][CH3:42])=[N:20][C:19]=3[CH3:43])[CH:10]=2)[O:5][C:4]([CH3:16])([CH3:15])[CH2:3]1. The yield is 0.760. The catalyst is O1CCOCC1.C(=O)([O-])[O-].[Cs+].[Cs+].C(OCC)(=O)C.C1C=CC(P(C2C=CC=CC=2)[C-]2C=CC=C2)=CC=1.C1C=CC(P(C2C=CC=CC=2)[C-]2C=CC=C2)=CC=1.Cl[Pd]Cl.[Fe+2]. The reactants are [OH:1][CH:2]1[C:11]2[C:6](=[CH:7][CH:8]=[C:9](B(O)O)[CH:10]=2)[O:5][C:4]([CH3:16])([CH3:15])[CH2:3]1.Br[C:18]1[C:23](=[O:24])[N:22]([CH2:25][C:26]2[CH:31]=[CH:30][C:29]([C:32]3[C:33]([C:38]#[N:39])=[CH:34][CH:35]=[CH:36][CH:37]=3)=[CH:28][CH:27]=2)[C:21]([CH2:40][CH2:41][CH3:42])=[N:20][C:19]=1[CH3:43]. (5) The reactants are C([O:4][CH2:5][C@H:6]([CH2:24][O:25][CH2:26][C:27]1[CH:32]=[CH:31][CH:30]=[CH:29][CH:28]=1)[O:7][CH2:8][CH2:9][CH2:10][CH2:11][CH2:12][CH2:13][CH2:14][CH2:15][CH2:16][CH2:17][CH2:18][CH2:19][CH2:20][CH2:21][CH2:22][CH3:23])C=C.CN1C(=O)CC(=O)N(C)C1=O.C([O-])(O)=O.[Na+]. The catalyst is C1COCC1. The product is [CH2:26]([O:25][CH2:24][C@H:6]([O:7][CH2:8][CH2:9][CH2:10][CH2:11][CH2:12][CH2:13][CH2:14][CH2:15][CH2:16][CH2:17][CH2:18][CH2:19][CH2:20][CH2:21][CH2:22][CH3:23])[CH2:5][OH:4])[C:27]1[CH:32]=[CH:31][CH:30]=[CH:29][CH:28]=1. The yield is 0.930. (6) The reactants are C[O:2][C:3](=[O:39])[C:4]1[CH:9]=[C:8]([N:10]2[CH2:15][CH2:14][CH2:13][CH2:12][C:11]2=[O:16])[CH:7]=[C:6]([N:17]2[C:21]([CH3:22])=[CH:20][CH:19]=[C:18]2[C:23]2[CH:28]=[C:27]([Br:29])[CH:26]=[CH:25][C:24]=2[O:30][CH2:31][C:32]2[CH:37]=[CH:36][C:35]([F:38])=[CH:34][CH:33]=2)[CH:5]=1.[OH-].[Na+]. The catalyst is CO. The product is [Br:29][C:27]1[CH:26]=[CH:25][C:24]([O:30][CH2:31][C:32]2[CH:33]=[CH:34][C:35]([F:38])=[CH:36][CH:37]=2)=[C:23]([C:18]2[N:17]([C:6]3[CH:5]=[C:4]([CH:9]=[C:8]([N:10]4[CH2:15][CH2:14][CH2:13][CH2:12][C:11]4=[O:16])[CH:7]=3)[C:3]([OH:39])=[O:2])[C:21]([CH3:22])=[CH:20][CH:19]=2)[CH:28]=1. The yield is 1.00. (7) The reactants are [CH3:1][O:2][C:3](=[O:32])[CH:4]([N:17](C(OC(C)(C)C)=O)C(OC(C)(C)C)=O)[CH2:5][N:6]1[CH2:11][C:10]([CH3:13])([CH3:12])[C:9]2[NH:14][N:15]=[CH:16][C:8]=2[CH2:7]1.FC(F)(F)C(O)=O. The catalyst is C(Cl)Cl. The product is [CH3:1][O:2][C:3](=[O:32])[CH:4]([NH2:17])[CH2:5][N:6]1[CH2:11][C:10]([CH3:13])([CH3:12])[C:9]2[NH:14][N:15]=[CH:16][C:8]=2[CH2:7]1. The yield is 0.940.